From a dataset of NCI-60 drug combinations with 297,098 pairs across 59 cell lines. Regression. Given two drug SMILES strings and cell line genomic features, predict the synergy score measuring deviation from expected non-interaction effect. (1) Drug 1: C1=NC2=C(N1)C(=S)N=CN2. Drug 2: CS(=O)(=O)OCCCCOS(=O)(=O)C. Cell line: A549. Synergy scores: CSS=25.8, Synergy_ZIP=-6.16, Synergy_Bliss=-0.857, Synergy_Loewe=-1.88, Synergy_HSA=0.930. (2) Drug 1: C1CC(=O)NC(=O)C1N2CC3=C(C2=O)C=CC=C3N. Drug 2: C1CN(CCN1C(=O)CCBr)C(=O)CCBr. Cell line: MDA-MB-435. Synergy scores: CSS=2.11, Synergy_ZIP=3.48, Synergy_Bliss=7.67, Synergy_Loewe=3.15, Synergy_HSA=1.64. (3) Drug 1: CC1=CC2C(CCC3(C2CCC3(C(=O)C)OC(=O)C)C)C4(C1=CC(=O)CC4)C. Drug 2: C1=NNC2=C1C(=O)NC=N2. Cell line: BT-549. Synergy scores: CSS=-6.32, Synergy_ZIP=1.95, Synergy_Bliss=-0.133, Synergy_Loewe=-3.97, Synergy_HSA=-3.53. (4) Drug 1: C1=C(C(=O)NC(=O)N1)N(CCCl)CCCl. Drug 2: C#CCC(CC1=CN=C2C(=N1)C(=NC(=N2)N)N)C3=CC=C(C=C3)C(=O)NC(CCC(=O)O)C(=O)O. Cell line: SF-268. Synergy scores: CSS=8.77, Synergy_ZIP=-7.27, Synergy_Bliss=-5.20, Synergy_Loewe=-5.95, Synergy_HSA=-5.85. (5) Drug 1: CC12CCC3C(C1CCC2=O)CC(=C)C4=CC(=O)C=CC34C. Drug 2: CC(C)NC(=O)C1=CC=C(C=C1)CNNC.Cl. Cell line: SNB-19. Synergy scores: CSS=47.3, Synergy_ZIP=0.219, Synergy_Bliss=0.557, Synergy_Loewe=0.505, Synergy_HSA=-0.0142. (6) Drug 1: C(CC(=O)O)C(=O)CN.Cl. Drug 2: CS(=O)(=O)OCCCCOS(=O)(=O)C. Cell line: SK-MEL-2. Synergy scores: CSS=49.1, Synergy_ZIP=-4.55, Synergy_Bliss=-8.82, Synergy_Loewe=-5.36, Synergy_HSA=-0.198. (7) Drug 1: C1=CC(=CC=C1C#N)C(C2=CC=C(C=C2)C#N)N3C=NC=N3. Synergy scores: CSS=1.60, Synergy_ZIP=-1.11, Synergy_Bliss=-0.492, Synergy_Loewe=-4.13, Synergy_HSA=-3.41. Drug 2: CC1=C(C(=O)C2=C(C1=O)N3CC4C(C3(C2COC(=O)N)OC)N4)N. Cell line: UO-31.